Task: Predict the reactants needed to synthesize the given product.. Dataset: Full USPTO retrosynthesis dataset with 1.9M reactions from patents (1976-2016) (1) Given the product [CH3:21][N:19]1[CH:20]=[C:16]([NH:15][C:12]2[N:11]=[C:10]3[N:6]([CH2:5][C:4]4[CH:3]=[C:2]([NH:1][C:39](=[O:42])[CH:40]=[CH2:41])[CH:24]=[CH:23][CH:22]=4)[N:7]=[CH:8][C:9]3=[CH:14][N:13]=2)[CH:17]=[N:18]1, predict the reactants needed to synthesize it. The reactants are: [NH2:1][C:2]1[CH:3]=[C:4]([CH:22]=[CH:23][CH:24]=1)[CH2:5][N:6]1[C:10]2=[N:11][C:12]([NH:15][C:16]3[CH:17]=[N:18][N:19]([CH3:21])[CH:20]=3)=[N:13][CH:14]=[C:9]2[CH:8]=[N:7]1.CN(C=O)C.CCN(C(C)C)C(C)C.[C:39](Cl)(=[O:42])[CH:40]=[CH2:41]. (2) The reactants are: [C:1]([OH:9])(=O)[C:2]1[CH:7]=[CH:6][CH:5]=[CH:4][CH:3]=1.C1N=CN(C(N2C=NC=C2)=O)C=1.[Cl:22][C:23]1[NH:31][C:30]2[C:29](=[O:32])[N:28]([CH2:33][CH2:34][CH2:35][CH2:36]/[C:37](=[N:40]/[H])/[NH:38]O)[C:27](=[O:42])[N:26]([CH2:43][CH2:44][CH3:45])[C:25]=2[N:24]=1. Given the product [Cl:22][C:23]1[NH:31][C:30]2[C:29](=[O:32])[N:28]([CH2:33][CH2:34][CH2:35][CH2:36][C:37]3[N:38]=[C:1]([C:2]4[CH:3]=[CH:4][CH:5]=[CH:6][CH:7]=4)[O:9][N:40]=3)[C:27](=[O:42])[N:26]([CH2:43][CH2:44][CH3:45])[C:25]=2[N:24]=1, predict the reactants needed to synthesize it. (3) Given the product [Br:1][C:2]1[CH:7]=[CH:6][C:5]([CH2:8][NH:9][CH:13]([CH:10]2[CH2:12][CH2:11]2)[CH3:14])=[CH:4][CH:3]=1, predict the reactants needed to synthesize it. The reactants are: [Br:1][C:2]1[CH:7]=[CH:6][C:5]([CH2:8][NH2:9])=[CH:4][CH:3]=1.[CH:10]1([C:13](=O)[CH3:14])[CH2:12][CH2:11]1.[BH4-].[Na+]. (4) Given the product [C:14]([N:9]1[C:10]([CH:11]([F:12])[F:13])=[C:6]([C:4]([OH:5])=[O:3])[C:7]([CH:18]([F:20])[F:19])=[N:8]1)([CH3:17])([CH3:15])[CH3:16], predict the reactants needed to synthesize it. The reactants are: C([O:3][C:4]([C:6]1[C:7]([CH:18]([F:20])[F:19])=[N:8][N:9]([C:14]([CH3:17])([CH3:16])[CH3:15])[C:10]=1[CH:11]([F:13])[F:12])=[O:5])C.[OH-].[Na+].